Predict the product of the given reaction. From a dataset of Forward reaction prediction with 1.9M reactions from USPTO patents (1976-2016). (1) Given the reactants O.C1(C)C=CC(S(O)(=O)=O)=CC=1.[F:13][C:14]1[CH:19]=[C:18]([F:20])[C:17]([F:21])=[CH:16][C:15]=1[C:22]1(O)[CH2:31][CH2:30][C:25]2([O:29][CH2:28][CH2:27][O:26]2)[CH2:24][CH2:23]1.[OH-].[Na+], predict the reaction product. The product is: [F:13][C:14]1[CH:19]=[C:18]([F:20])[C:17]([F:21])=[CH:16][C:15]=1[C:22]1[CH2:31][CH2:30][C:25]2([O:26][CH2:27][CH2:28][O:29]2)[CH2:24][CH:23]=1. (2) Given the reactants [N:1]1([C:7]2[N:12]=[CH:11][NH:10][C:9](=[O:13])[CH:8]=2)[CH2:6][CH2:5][NH:4][CH2:3][CH2:2]1.[CH3:14][C:15]1[C:22]([CH3:23])=[C:21]([O:24][CH3:25])[CH:20]=[CH:19][C:16]=1[CH:17]=O, predict the reaction product. The product is: [CH3:25][O:24][C:21]1[CH:20]=[CH:19][C:16]([CH2:17][N:4]2[CH2:5][CH2:6][N:1]([C:7]3[N:12]=[CH:11][NH:10][C:9](=[O:13])[CH:8]=3)[CH2:2][CH2:3]2)=[C:15]([CH3:14])[C:22]=1[CH3:23]. (3) The product is: [CH3:1][O:2][C:3]1[CH:4]=[CH:5][C:6]([C@@H:9]([N:11]2[C:15](=[O:16])[CH2:14][C@H:13]([C:17]3[CH:18]=[CH:19][CH:20]=[CH:21][CH:22]=3)[C@@H:12]2[C:23]([O:25][CH2:26][CH3:27])=[O:24])[CH3:10])=[CH:7][CH:8]=1. Given the reactants [CH3:1][O:2][C:3]1[CH:8]=[CH:7][C:6]([C@@H:9]([N:11]2[C:15](=[O:16])[CH:14]=[C:13]([C:17]3[CH:22]=[CH:21][CH:20]=[CH:19][CH:18]=3)[CH:12]2[C:23]([O:25][CH2:26][CH3:27])=[O:24])[CH3:10])=[CH:5][CH:4]=1, predict the reaction product. (4) Given the reactants Cl[C:2]1[N:10]=[CH:9][N:8]=[C:7]2[C:3]=1[N:4]=[CH:5][N:6]2[C@@H:11]1[O:23][C@H:22]([CH2:24][O:25][CH2:26][CH3:27])[C@@H:17]([O:18]C(=O)C)[C@H:12]1[O:13]C(=O)C.[CH:28]1([NH2:33])[CH2:32][CH2:31][CH2:30][CH2:29]1, predict the reaction product. The product is: [CH:28]1([NH:33][C:2]2[C:3]3[N:4]=[CH:5][N:6]([C:7]=3[N:8]=[CH:9][N:10]=2)[C@@H:11]2[O:23][C@H:22]([CH2:24][O:25][CH2:26][CH3:27])[C@@H:17]([OH:18])[C@H:12]2[OH:13])[CH2:32][CH2:31][CH2:30][CH2:29]1. (5) Given the reactants [C:1]([C:3]1[CH:23]=[C:22]([C:24]2[N:29]=[C:28]([NH:30][C:31]3[CH:36]=[CH:35][C:34]([N:37]4[CH2:42][CH2:41][CH:40]([N:43]5[CH2:48][CH2:47][O:46][CH2:45][CH2:44]5)[CH2:39][CH2:38]4)=[C:33]([O:49][CH3:50])[CH:32]=3)[N:27]=[CH:26][N:25]=2)[CH:21]=[CH:20][C:4]=1[O:5][C@H:6]1[CH2:11][CH2:10][N:9](C(OC(C)(C)C)=O)[CH2:8][C@H:7]1[F:19])#[N:2].FC(F)(F)C(O)=O.C(=O)(O)[O-].[Na+], predict the reaction product. The product is: [F:19][C@H:7]1[C@@H:6]([O:5][C:4]2[CH:20]=[CH:21][C:22]([C:24]3[N:29]=[C:28]([NH:30][C:31]4[CH:36]=[CH:35][C:34]([N:37]5[CH2:42][CH2:41][CH:40]([N:43]6[CH2:48][CH2:47][O:46][CH2:45][CH2:44]6)[CH2:39][CH2:38]5)=[C:33]([O:49][CH3:50])[CH:32]=4)[N:27]=[CH:26][N:25]=3)=[CH:23][C:3]=2[C:1]#[N:2])[CH2:11][CH2:10][NH:9][CH2:8]1. (6) Given the reactants [Cl:1][C:2]1[C:3]([C:16]2[C:24]3[C:19](=[CH:20][CH:21]=[CH:22][CH:23]=3)[NH:18][N:17]=2)=[N:4][C:5]([NH:8][C@@H:9]2[CH2:14][CH2:13][CH2:12][C@H:11]([NH2:15])[CH2:10]2)=[N:6][CH:7]=1.[N+:25]([C:28]1[CH:35]=[CH:34][C:31]([CH:32]=O)=[CH:30][CH:29]=1)([O-:27])=[O:26].[BH3-]C#N.[Na+].O, predict the reaction product. The product is: [Cl:1][C:2]1[C:3]([C:16]2[C:24]3[C:19](=[CH:20][CH:21]=[CH:22][CH:23]=3)[NH:18][N:17]=2)=[N:4][C:5]([NH:8][C@@H:9]2[CH2:14][CH2:13][CH2:12][C@H:11]([NH:15][CH2:32][C:31]3[CH:34]=[CH:35][C:28]([N+:25]([O-:27])=[O:26])=[CH:29][CH:30]=3)[CH2:10]2)=[N:6][CH:7]=1.